This data is from Catalyst prediction with 721,799 reactions and 888 catalyst types from USPTO. The task is: Predict which catalyst facilitates the given reaction. Reactant: [C:1]([C:6]1[CH:7]=[C:8]([Cl:28])[C:9]([N:19]2[CH2:24][CH2:23][CH:22]([C:25]([OH:27])=O)[CH2:21][CH2:20]2)=[N:10][C:11]=1[CH2:12][N:13]1[CH2:17][CH2:16][CH2:15][C:14]1=[O:18])(=[O:5])[CH2:2][CH2:3][CH3:4].CN(C(ON1N=NC2C=CC=CC1=2)=[N+](C)C)C.[B-](F)(F)(F)F.CCN(C(C)C)C(C)C.[C:60]1([CH2:66][S:67]([NH2:70])(=[O:69])=[O:68])[CH:65]=[CH:64][CH:63]=[CH:62][CH:61]=1. Product: [CH2:66]([S:67]([NH:70][C:25]([CH:22]1[CH2:23][CH2:24][N:19]([C:9]2[C:8]([Cl:28])=[CH:7][C:6]([C:1](=[O:5])[CH2:2][CH2:3][CH3:4])=[C:11]([CH2:12][N:13]3[CH2:17][CH2:16][CH2:15][C:14]3=[O:18])[N:10]=2)[CH2:20][CH2:21]1)=[O:27])(=[O:69])=[O:68])[C:60]1[CH:65]=[CH:64][CH:63]=[CH:62][CH:61]=1. The catalyst class is: 34.